Dataset: Acute oral toxicity (LD50) regression data from Zhu et al.. Task: Regression/Classification. Given a drug SMILES string, predict its toxicity properties. Task type varies by dataset: regression for continuous values (e.g., LD50, hERG inhibition percentage) or binary classification for toxic/non-toxic outcomes (e.g., AMES mutagenicity, cardiotoxicity, hepatotoxicity). Dataset: ld50_zhu. (1) The compound is COC(OC)c1ccccc1. The rat oral LD50 is 2.10, given as -log10 of the dose in mol/kg body weight (higher means more acutely toxic). (2) The compound is CC1=C(C)C(=O)C(C(CCCCCC(=O)O)c2ccccc2)=C(C)C1=O. The rat oral LD50 is 1.98, given as -log10 of the dose in mol/kg body weight (higher means more acutely toxic). (3) The drug is CC(C)CCCCCOC(=O)CS. The rat oral LD50 is 2.77, given as -log10 of the dose in mol/kg body weight (higher means more acutely toxic).